This data is from Catalyst prediction with 721,799 reactions and 888 catalyst types from USPTO. The task is: Predict which catalyst facilitates the given reaction. (1) Reactant: [NH2:1][C:2]1[N:7]([CH3:8])[C:6](=[O:9])[C:5]([CH3:11])([CH3:10])[C@:4]([C:13]2[CH:18]=[C:17]([NH2:19])[CH:16]=[CH:15][C:14]=2[F:20])([CH3:12])[N:3]=1.[S:21]1[C:25]2[CH:26]=[CH:27][CH:28]=[CH:29][C:24]=2[N:23]=[C:22]1[C:30](=O)[CH3:31].C([BH3-])#N. Product: [NH2:1][C:2]1[N:7]([CH3:8])[C:6](=[O:9])[C:5]([CH3:10])([CH3:11])[C@:4]([C:13]2[CH:18]=[C:17]([NH:19][CH:30]([C:22]3[S:21][C:25]4[CH:26]=[CH:27][CH:28]=[CH:29][C:24]=4[N:23]=3)[CH3:31])[CH:16]=[CH:15][C:14]=2[F:20])([CH3:12])[N:3]=1. The catalyst class is: 401. (2) Reactant: [O:1]1[CH2:6][CH2:5][N:4]([C:7]2[N:16]=[CH:15][CH:14]=[CH:13][C:8]=2[C:9](OC)=[O:10])[CH2:3][CH2:2]1.[H-].[Al+3].[Li+].[H-].[H-].[H-].O.[OH-].[Na+]. Product: [O:1]1[CH2:6][CH2:5][N:4]([C:7]2[C:8]([CH2:9][OH:10])=[CH:13][CH:14]=[CH:15][N:16]=2)[CH2:3][CH2:2]1. The catalyst class is: 1. (3) Reactant: ClC(Cl)(O[C:5](=[O:11])[O:6][C:7](Cl)(Cl)Cl)Cl.[NH2:13][C:14]1[CH:19]=[CH:18][C:17]([C:20]2[C:30]3[C:29](=[O:31])[N:28]([CH2:32][CH3:33])[CH2:27][C:26]([CH3:35])([CH3:34])[O:25][C:24]=3[N:23]=[C:22]([N:36]3[CH2:42][CH:41]4[O:43][CH:38]([CH2:39][CH2:40]4)[CH2:37]3)[N:21]=2)=[CH:16][C:15]=1[F:44].C(N(CC)CC)C.[CH2:52](O)[C@@H:53]([OH:55])C. Product: [OH:55][C@@H:53]([CH3:52])[CH2:7][O:6][C:5](=[O:11])[NH:13][C:14]1[CH:19]=[CH:18][C:17]([C:20]2[C:30]3[C:29](=[O:31])[N:28]([CH2:32][CH3:33])[CH2:27][C:26]([CH3:34])([CH3:35])[O:25][C:24]=3[N:23]=[C:22]([N:36]3[CH2:37][CH:38]4[O:43][CH:41]([CH2:40][CH2:39]4)[CH2:42]3)[N:21]=2)=[CH:16][C:15]=1[F:44]. The catalyst class is: 34.